This data is from Full USPTO retrosynthesis dataset with 1.9M reactions from patents (1976-2016). The task is: Predict the reactants needed to synthesize the given product. The reactants are: C[O:2][C:3]([C:5]1[C:13]2[C:8](=[CH:9][C:10]([Br:14])=[CH:11][CH:12]=2)[N:7]([CH2:15][O:16][CH2:17][CH2:18][Si:19]([CH3:22])([CH3:21])[CH3:20])[N:6]=1)=[O:4].[OH-].[Li+].Cl. Given the product [Br:14][C:10]1[CH:9]=[C:8]2[C:13]([C:5]([C:3]([OH:4])=[O:2])=[N:6][N:7]2[CH2:15][O:16][CH2:17][CH2:18][Si:19]([CH3:22])([CH3:20])[CH3:21])=[CH:12][CH:11]=1, predict the reactants needed to synthesize it.